From a dataset of CYP2D6 inhibition data for predicting drug metabolism from PubChem BioAssay. Regression/Classification. Given a drug SMILES string, predict its absorption, distribution, metabolism, or excretion properties. Task type varies by dataset: regression for continuous measurements (e.g., permeability, clearance, half-life) or binary classification for categorical outcomes (e.g., BBB penetration, CYP inhibition). Dataset: cyp2d6_veith. (1) The drug is N#Cc1c(-c2ccccc2)nc(-c2ccccc2)[nH]c1=O. The result is 0 (non-inhibitor). (2) The result is 0 (non-inhibitor). The molecule is Nc1n[nH]c2ccccc12.